This data is from Forward reaction prediction with 1.9M reactions from USPTO patents (1976-2016). The task is: Predict the product of the given reaction. (1) Given the reactants C[Si]([C:5]#[CH:6])(C)C.C([Mg]Br)C.Cl[CH2:12][C:13]1[CH:26]=[CH:25][C:16]([CH2:17][O:18][C:19]2[CH:24]=[CH:23][CH:22]=[CH:21][N:20]=2)=[CH:15][CH:14]=1.C(=O)([O-])[O-].[K+].[K+], predict the reaction product. The product is: [CH2:12]([C:13]1[CH:26]=[CH:25][C:16]([CH2:17][O:18][C:19]2[CH:24]=[CH:23][CH:22]=[CH:21][N:20]=2)=[CH:15][CH:14]=1)[C:5]#[CH:6]. (2) Given the reactants [NH2:1][N:2]1[N:11]=[C:10]([C:12]2[CH:17]=[CH:16][N:15]=[C:14]([Cl:18])[CH:13]=2)[C:9]2[C:4](=[CH:5][CH:6]=[CH:7][CH:8]=2)[C:3]1=[O:19].[O:20]1[CH2:24][CH2:23][CH2:22][CH:21]1[CH2:25][C:26](O)=[O:27], predict the reaction product. The product is: [Cl:18][C:14]1[CH:13]=[C:12]([C:10]2[C:9]3[C:4](=[CH:5][CH:6]=[CH:7][CH:8]=3)[C:3](=[O:19])[N:2]([NH:1][C:26](=[O:27])[CH2:25][CH:21]3[CH2:22][CH2:23][CH2:24][O:20]3)[N:11]=2)[CH:17]=[CH:16][N:15]=1. (3) Given the reactants [CH:1]1([C:6](=O)[CH2:7][C:8]#[N:9])[CH2:5][CH2:4][CH2:3][CH2:2]1.O.[NH2:12][NH2:13], predict the reaction product. The product is: [CH:1]1([C:6]2[CH:7]=[C:8]([NH2:9])[NH:12][N:13]=2)[CH2:5][CH2:4][CH2:3][CH2:2]1. (4) Given the reactants [Cl:1][C:2]1[S:6][C:5]([C:7]([NH:9][C:10]2[N:14]=[CH:13][N:12]([CH2:15][C:16]([OH:18])=O)[N:11]=2)=[O:8])=[CH:4][CH:3]=1.[NH2:19][C:20]1[CH:25]=[CH:24][C:23]([N:26]2[CH:31]=[CH:30][CH:29]=[CH:28][C:27]2=[O:32])=[CH:22][C:21]=1[F:33], predict the reaction product. The product is: [F:33][C:21]1[CH:22]=[C:23]([N:26]2[CH:31]=[CH:30][CH:29]=[CH:28][C:27]2=[O:32])[CH:24]=[CH:25][C:20]=1[NH:19][C:16]([CH2:15][N:12]1[CH:13]=[N:14][C:10]([NH:9][C:7]([C:5]2[S:6][C:2]([Cl:1])=[CH:3][CH:4]=2)=[O:8])=[N:11]1)=[O:18]. (5) Given the reactants [C:1]([NH:4][C:5]1[CH:6]=[C:7]2[C:11](=[CH:12][CH:13]=1)[C:10]1([C:17](=[O:18])[N:16]([CH2:19][C:20](O)=[O:21])[C:15](=[O:23])[NH:14]1)[CH2:9][CH2:8]2)(=[O:3])[CH3:2].[CH2:24]([NH:31][C@H:32]([CH:34]1[CH2:36][CH2:35]1)[CH3:33])[C:25]1[CH:30]=[CH:29][CH:28]=[CH:27][CH:26]=1.CN(C(ON1N=NC2C=CC=NC1=2)=[N+](C)C)C.F[P-](F)(F)(F)(F)F.CCN(C(C)C)C(C)C, predict the reaction product. The product is: [C:1]([NH:4][C:5]1[CH:6]=[C:7]2[C:11](=[CH:12][CH:13]=1)[C:10]1([C:17](=[O:18])[N:16]([CH2:19][C:20]([N:31]([CH2:24][C:25]3[CH:30]=[CH:29][CH:28]=[CH:27][CH:26]=3)[C@H:32]([CH:34]3[CH2:36][CH2:35]3)[CH3:33])=[O:21])[C:15](=[O:23])[NH:14]1)[CH2:9][CH2:8]2)(=[O:3])[CH3:2].